Dataset: Catalyst prediction with 721,799 reactions and 888 catalyst types from USPTO. Task: Predict which catalyst facilitates the given reaction. (1) Reactant: CC(OC(/N=N/C(OC(C)C)=O)=O)C.[OH:15][C:16]1[CH:17]=[C:18]([C:26]([O:28][CH3:29])=[O:27])[CH:19]=[C:20]([CH:25]=1)[C:21]([O:23][CH3:24])=[O:22].[CH2:30](O)[CH2:31][O:32][CH2:33][CH2:34]O.C1(P(C2C=CC=CC=2)C2C=CC=CC=2)C=CC=CC=1. Product: [CH3:30][CH2:31][O:32][CH2:33][CH2:34][O:15][C:16]1[CH:25]=[C:20]([C:21]([O:23][CH3:24])=[O:22])[CH:19]=[C:18]([CH:17]=1)[C:26]([O:28][CH3:29])=[O:27]. The catalyst class is: 1. (2) Reactant: [C:1]1([NH:7][C:8]([N:10]2[C:18]3[C:13](=[CH:14][C:15]([NH:19]S(C4C=C(Cl)C=C(Cl)C=4)(=O)=O)=[CH:16][CH:17]=3)[CH2:12][CH2:11]2)=[O:9])[CH:6]=[CH:5][CH:4]=[CH:3][CH:2]=1. The catalyst class is: 5. Product: [C:1]1([NH:7][C:8]([N:10]2[C:18]3[C:13](=[CH:14][C:15]([NH2:19])=[CH:16][CH:17]=3)[CH2:12][CH2:11]2)=[O:9])[CH:2]=[CH:3][CH:4]=[CH:5][CH:6]=1. (3) Product: [Cl:1][C:2]1[CH:3]=[CH:4][C:5]([S:8]([CH:11]2[C:20]3[C:15](=[C:16]([F:22])[CH:17]=[CH:18][C:19]=3[F:21])[O:14][CH2:13][CH:12]2[CH2:23][S:29][CH2:30][CH2:31][OH:32])(=[O:9])=[O:10])=[CH:6][CH:7]=1. Reactant: [Cl:1][C:2]1[CH:7]=[CH:6][C:5]([S:8]([CH:11]2[C:20]3[C:15](=[C:16]([F:22])[CH:17]=[CH:18][C:19]=3[F:21])[O:14][CH2:13][CH:12]2[CH2:23]OS(C)(=O)=O)(=[O:10])=[O:9])=[CH:4][CH:3]=1.[SH:29][CH2:30][CH2:31][OH:32].[OH-].[Na+]. The catalyst class is: 5. (4) Reactant: [F:1][C:2]1[CH:22]=[CH:21][C:5]([CH2:6][N:7]2[CH:16]=[CH:15][C:14]3[C:9](=[CH:10][CH:11]=[C:12]4[NH:19][CH:18]=[CH:17][C:13]4=3)[C:8]2=[O:20])=[CH:4][CH:3]=1.[H-].[Na+].CC1C=CC(S(O[CH2:36][C@@H:37]2[CH2:41][CH2:40][CH2:39][N:38]2[C:42]([O:44][C:45]([CH3:48])([CH3:47])[CH3:46])=[O:43])(=O)=O)=CC=1.Cl. Product: [F:1][C:2]1[CH:3]=[CH:4][C:5]([CH2:6][N:7]2[CH:16]=[CH:15][C:14]3[C:9](=[CH:10][CH:11]=[C:12]4[N:19]([CH2:36][C@@H:37]5[CH2:41][CH2:40][CH2:39][N:38]5[C:42]([O:44][C:45]([CH3:46])([CH3:48])[CH3:47])=[O:43])[CH:18]=[CH:17][C:13]4=3)[C:8]2=[O:20])=[CH:21][CH:22]=1. The catalyst class is: 3. (5) Reactant: [CH:1](NC(C)C)(C)C.[Li]CCCC.[N:13]1([C:23]([O:25][C:26]([CH3:29])([CH3:28])[CH3:27])=[O:24])[CH2:18][CH2:17][O:16][CH:15]([C:19]([O:21][CH3:22])=[O:20])[CH2:14]1. Product: [CH3:22][O:21][C:19]([C:15]1([CH3:1])[O:16][CH2:17][CH2:18][N:13]([C:23]([O:25][C:26]([CH3:29])([CH3:28])[CH3:27])=[O:24])[CH2:14]1)=[O:20]. The catalyst class is: 627. (6) Reactant: [NH:1]1[CH2:5][CH2:4][CH2:3][CH2:2]1.[CH3:6][C:7]([NH:15][C:16]([C:18]1[S:41][C:21]2[N:22](C(OCC)=O)[N:23]=[C:24]([NH:25][C:26](=[O:35])[C:27]3[CH:32]=[CH:31][C:30]([CH2:33]Cl)=[CH:29][CH:28]=3)[C:20]=2[CH:19]=1)=[O:17])([C:9]1[CH:14]=[CH:13][CH:12]=[CH:11][CH:10]=1)[CH3:8]. Product: [CH3:8][C:7]([NH:15][C:16]([C:18]1[S:41][C:21]2[NH:22][N:23]=[C:24]([NH:25][C:26](=[O:35])[C:27]3[CH:32]=[CH:31][C:30]([CH2:33][N:1]4[CH2:5][CH2:4][CH2:3][CH2:2]4)=[CH:29][CH:28]=3)[C:20]=2[CH:19]=1)=[O:17])([C:9]1[CH:10]=[CH:11][CH:12]=[CH:13][CH:14]=1)[CH3:6]. The catalyst class is: 8.